Dataset: Peptide-MHC class II binding affinity with 134,281 pairs from IEDB. Task: Regression. Given a peptide amino acid sequence and an MHC pseudo amino acid sequence, predict their binding affinity value. This is MHC class II binding data. (1) The peptide sequence is KNPVVDGNPTVDIEE. The MHC is HLA-DQA10103-DQB10603 with pseudo-sequence HLA-DQA10103-DQB10603. The binding affinity (normalized) is 0.170. (2) The peptide sequence is DSGKVIPEWCCRSCT. The MHC is DRB3_0301 with pseudo-sequence DRB3_0301. The binding affinity (normalized) is 0. (3) The peptide sequence is YFKVAATAANAAPAN. The MHC is DRB1_0802 with pseudo-sequence DRB1_0802. The binding affinity (normalized) is 0.477. (4) The peptide sequence is TSSTPEAVSLLCSDK. The MHC is DRB3_0101 with pseudo-sequence DRB3_0101. The binding affinity (normalized) is 0.213. (5) The peptide sequence is GELQIVWKIDAAFKI. The MHC is DRB5_0101 with pseudo-sequence DRB5_0101. The binding affinity (normalized) is 0.765. (6) The peptide sequence is FTVQKGSDPKKLVLN. The MHC is DRB3_0202 with pseudo-sequence DRB3_0202. The binding affinity (normalized) is 0.323. (7) The peptide sequence is NVWERHYLAGEMTLM. The MHC is HLA-DQA10102-DQB10602 with pseudo-sequence HLA-DQA10102-DQB10602. The binding affinity (normalized) is 0.182.